From a dataset of Reaction yield outcomes from USPTO patents with 853,638 reactions. Predict the reaction yield, written as a fraction of the theoretical maximum amount of product (1.0 means a 100% yield; for example, 0.34 means a 34% yield). (1) The reactants are [C:1]([O:5][C:6](=[O:21])[CH:7]([NH:13][C:14]([O:16][C:17]([CH3:20])([CH3:19])[CH3:18])=[O:15])[CH2:8][CH2:9][C:10](O)=[O:11])([CH3:4])([CH3:3])[CH3:2].CN1CCOCC1.[BH4-].[Na+].Cl. The catalyst is C1COCC1.CCOCC.CO. The product is [C:1]([O:5][C:6](=[O:21])[CH:7]([NH:13][C:14]([O:16][C:17]([CH3:20])([CH3:19])[CH3:18])=[O:15])[CH2:8][CH2:9][CH2:10][OH:11])([CH3:4])([CH3:3])[CH3:2]. The yield is 0.784. (2) The reactants are P(Cl)(Cl)(Cl)=O.[CH3:6]/[C:7](=[N:10]\[NH:11][C:12]1[CH:17]=[CH:16][CH:15]=[CH:14][CH:13]=1)/[CH2:8][CH3:9].[C:18](=[O:21])([O-])[O-].[K+].[K+].[CH3:24]N(C)C=O. No catalyst specified. The product is [CH2:8]([C:7]1[C:6]([CH:18]=[O:21])=[CH:24][N:11]([C:12]2[CH:17]=[CH:16][CH:15]=[CH:14][CH:13]=2)[N:10]=1)[CH3:9]. The yield is 0.150. (3) The reactants are [NH2:1][C:2]1[C:9](Br)=[CH:8][C:7]([N+:11]([O-:13])=[O:12])=[CH:6][C:3]=1[C:4]#[N:5].[CH3:14][C:15]([CH3:19])([CH3:18])[C:16]#[CH:17]. The catalyst is CCN(CC)CC.[Cu]I. The product is [NH2:1][C:2]1[C:9]([C:17]#[C:16][C:15]([CH3:19])([CH3:18])[CH3:14])=[CH:8][C:7]([N+:11]([O-:13])=[O:12])=[CH:6][C:3]=1[C:4]#[N:5]. The yield is 0.710. (4) The reactants are [Cl:1][C:2]1[CH:7]=[CH:6][N+:5]([O-])=[C:4]([CH2:9][CH2:10][C:11]([O:13][CH2:14][CH3:15])=[O:12])[CH:3]=1.C[Si]([C:20]#[N:21])(C)C.CN(C)C(Cl)=O. The catalyst is C(#N)C. The product is [Cl:1][C:2]1[CH:7]=[C:6]([C:20]#[N:21])[N:5]=[C:4]([CH2:9][CH2:10][C:11]([O:13][CH2:14][CH3:15])=[O:12])[CH:3]=1. The yield is 0.850. (5) The reactants are [Br-].[C:2]1([S+:8]2[C:12]3[CH:13]=[CH:14][CH:15]=[CH:16][C:11]=3[C:10]3[CH:17]=[CH:18][CH:19]=[CH:20][C:9]2=3)[CH:7]=[CH:6][CH:5]=[CH:4][CH:3]=1.[F:21][C:22]([F:34])([S:30]([O-:33])(=[O:32])=[O:31])[CH2:23][O:24][C:25](=[O:29])[C:26]([CH3:28])=[CH2:27].C([NH+](CC)CC)C.ClCCl. The catalyst is O. The product is [F:34][C:22]([F:21])([S:30]([O-:33])(=[O:32])=[O:31])[CH2:23][O:24][C:25](=[O:29])[C:26]([CH3:28])=[CH2:27].[C:2]1([S+:8]2[C:9]3[CH:20]=[CH:19][CH:18]=[CH:17][C:10]=3[C:11]3[CH:16]=[CH:15][CH:14]=[CH:13][C:12]2=3)[CH:7]=[CH:6][CH:5]=[CH:4][CH:3]=1. The yield is 0.950.